Dataset: Catalyst prediction with 721,799 reactions and 888 catalyst types from USPTO. Task: Predict which catalyst facilitates the given reaction. (1) Reactant: [Cl:1][C:2]1[CH:3]=[CH:4][C:5]2[N:11]([CH3:12])[C:10](=[O:13])[CH:9]([NH:14][C:15]([NH:19][C:20]3[C:29]4[C:24](=[CH:25][CH:26]=[CH:27][CH:28]=4)[C:23]([N:30]4[CH2:35][CH2:34][O:33][CH2:32][CH2:31]4)=[CH:22][CH:21]=3)=[N:16][C:17]#[N:18])[N:8]=[C:7]([C:36]3[CH:41]=[CH:40][CH:39]=[CH:38][C:37]=3[Cl:42])[C:6]=2[CH:43]=1.O.FC(F)(F)C(O)=[O:48]. Product: [Cl:1][C:2]1[CH:3]=[CH:4][C:5]2[N:11]([CH3:12])[C:10](=[O:13])[CH:9]([NH:14]/[C:15](/[NH:19][C:20]3[C:29]4[C:24](=[CH:25][CH:26]=[CH:27][CH:28]=4)[C:23]([N:30]4[CH2:31][CH2:32][O:33][CH2:34][CH2:35]4)=[CH:22][CH:21]=3)=[N:16]/[C:17]([NH2:18])=[O:48])[N:8]=[C:7]([C:36]3[CH:41]=[CH:40][CH:39]=[CH:38][C:37]=3[Cl:42])[C:6]=2[CH:43]=1. The catalyst class is: 1. (2) Reactant: C([N:14]1[CH2:17][CH:16]([N:18]2[CH2:23][CH2:22][N:21]([C:24]3[CH:29]=[CH:28][CH:27]=[CH:26][N:25]=3)[CH2:20][CH2:19]2)[CH2:15]1)(C1C=CC=CC=1)C1C=CC=CC=1.C([O-])=O.[NH4+]. Product: [NH:14]1[CH2:17][CH:16]([N:18]2[CH2:19][CH2:20][N:21]([C:24]3[CH:29]=[CH:28][CH:27]=[CH:26][N:25]=3)[CH2:22][CH2:23]2)[CH2:15]1. The catalyst class is: 63. (3) Reactant: [CH2:1]([O:3][C:4](=[O:22])[CH2:5][N:6]1[C:11](C)=[CH:10][N:9]=[C:8]([NH:13][CH2:14][CH2:15][CH:16]2[CH2:20][CH2:19][CH2:18][NH:17]2)[C:7]1=[O:21])[CH3:2].[CH:23]1([CH:26]=O)[CH2:25][CH2:24]1.[CH2:28](N(CC)CC)C.ClC(Cl)C. Product: [CH2:1]([O:3][C:4](=[O:22])[CH2:5][N:6]1[CH:11]=[C:10]([CH3:28])[N:9]=[C:8]([NH:13][CH2:14][CH2:15][CH:16]2[CH2:20][CH2:19][CH2:18][N:17]2[CH2:26][CH:23]2[CH2:24][CH2:25]2)[C:7]1=[O:21])[CH3:2]. The catalyst class is: 2. (4) The catalyst class is: 3. Product: [I:18][C:15]1[CH:16]=[CH:17][C:12]([O:8][CH:5]2[CH2:6][CH2:7][N:2]([CH3:1])[CH2:3][CH2:4]2)=[CH:13][CH:14]=1. Reactant: [CH3:1][N:2]1[CH2:7][CH2:6][CH:5]([OH:8])[CH2:4][CH2:3]1.[H-].[Na+].F[C:12]1[CH:17]=[CH:16][C:15]([I:18])=[CH:14][CH:13]=1. (5) Reactant: [NH2:1][C:2]1([CH3:15])[CH2:7][CH2:6][N:5]([C:8]([O:10][C:11]([CH3:14])([CH3:13])[CH3:12])=[O:9])[CH2:4][CH2:3]1.[F:16][C:17]([F:27])([F:26])[C:18]1[N:23]=[CH:22][C:21]([CH:24]=O)=[CH:20][CH:19]=1.[BH-](OC(C)=O)(OC(C)=O)OC(C)=O.[Na+]. Product: [CH3:15][C:2]1([NH:1][CH2:24][C:21]2[CH:22]=[N:23][C:18]([C:17]([F:27])([F:16])[F:26])=[CH:19][CH:20]=2)[CH2:3][CH2:4][N:5]([C:8]([O:10][C:11]([CH3:14])([CH3:13])[CH3:12])=[O:9])[CH2:6][CH2:7]1. The catalyst class is: 2.